From a dataset of Forward reaction prediction with 1.9M reactions from USPTO patents (1976-2016). Predict the product of the given reaction. (1) Given the reactants CCN(CC)CC.[O:8]1[CH2:13][CH2:12][CH:11]([NH:14][C:15]2[C:16]([NH2:21])=[CH:17][CH:18]=[CH:19][CH:20]=2)[CH2:10][CH2:9]1.[C:22]([O:26][C:27]([NH:29][C@@H:30]([CH3:34])[C:31](O)=[O:32])=[O:28])([CH3:25])([CH3:24])[CH3:23].C1C=NC2N(O)N=NC=2C=1.Cl.CN(C)CCCN=C=NCC, predict the reaction product. The product is: [C:22]([O:26][C:27](=[O:28])[NH:29][C@H:30]([C:31](=[O:32])[NH:21][C:16]1[CH:17]=[CH:18][CH:19]=[CH:20][C:15]=1[NH:14][CH:11]1[CH2:10][CH2:9][O:8][CH2:13][CH2:12]1)[CH3:34])([CH3:23])([CH3:24])[CH3:25]. (2) Given the reactants [Se](=O)=O.[CH2:4]([O:11][C:12]1[CH:13]=[CH:14][C:15]([CH3:18])=[N:16][CH:17]=1)[C:5]1[CH:10]=[CH:9][CH:8]=[CH:7][CH:6]=1.Cl.[CH3:20][NH:21][O:22][CH3:23].Cl.CN(C)CCCN=C=NCC.[OH:36]N1C2C=CC=CC=2N=N1, predict the reaction product. The product is: [CH3:23][O:22][N:21]([CH3:20])[C:18]([C:15]1[CH:14]=[CH:13][C:12]([O:11][CH2:4][C:5]2[CH:6]=[CH:7][CH:8]=[CH:9][CH:10]=2)=[CH:17][N:16]=1)=[O:36]. (3) Given the reactants [CH2:1]([O:8][C:9]([NH:11][CH2:12][CH2:13][CH2:14][C@@H:15]([C:24]([OH:26])=O)[NH:16][C:17]([O:19][C:20]([CH3:23])([CH3:22])[CH3:21])=[O:18])=[O:10])[C:2]1[CH:7]=[CH:6][CH:5]=[CH:4][CH:3]=1.Cl.[NH2:28][CH2:29][CH2:30][NH:31][C:32](=[O:41])[O:33][CH2:34][C:35]1[CH:40]=[CH:39][CH:38]=[CH:37][CH:36]=1.C(Cl)CCl.C1C=CC2N(O)N=NC=2C=1.C(N(CC)C(C)C)(C)C, predict the reaction product. The product is: [CH2:34]([O:33][C:32](=[O:41])[NH:31][CH2:30][CH2:29][NH:28][C:24](=[O:26])[C@@H:15]([NH:16][C:17]([O:19][C:20]([CH3:21])([CH3:22])[CH3:23])=[O:18])[CH2:14][CH2:13][CH2:12][NH:11][C:9]([O:8][CH2:1][C:2]1[CH:3]=[CH:4][CH:5]=[CH:6][CH:7]=1)=[O:10])[C:35]1[CH:40]=[CH:39][CH:38]=[CH:37][CH:36]=1. (4) Given the reactants [CH:1]([OH:3])=[O:2].[Cl:4][C:5]1[CH:6]=[C:7]2[C:12](=[CH:13][CH:14]=1)[CH:11]=[C:10]([S:15]([N:18]([C@H:30]1[CH2:34][CH2:33][N:32]([C@@H:35]([CH3:49])[C:36](=[O:48])[N:37]3[CH2:41][CH2:40][CH2:39][C@H:38]3[CH2:42][N:43]3[CH2:47][CH2:46][CH2:45][CH2:44]3)[C:31]1=[O:50])[CH2:19][C:20]([O:22]CC1C=CC=CC=1)=[O:21])(=[O:17])=[O:16])[CH:9]=[CH:8]2.C(=O)([O-])[O-].[K+].[K+].O, predict the reaction product. The product is: [CH:1]([OH:3])=[O:2].[Cl:4][C:5]1[CH:6]=[C:7]2[C:12](=[CH:13][CH:14]=1)[CH:11]=[C:10]([S:15]([N:18]([CH:30]1[CH2:34][CH2:33][N:32]([CH:35]([CH3:49])[C:36](=[O:48])[N:37]3[CH2:41][CH2:40][CH2:39][CH:38]3[CH2:42][N:43]3[CH2:47][CH2:46][CH2:45][CH2:44]3)[C:31]1=[O:50])[CH2:19][C:20]([OH:22])=[O:21])(=[O:16])=[O:17])[CH:9]=[CH:8]2.